Dataset: Full USPTO retrosynthesis dataset with 1.9M reactions from patents (1976-2016). Task: Predict the reactants needed to synthesize the given product. (1) Given the product [C:42]([C:19]1[N:18]=[C:17]2[N:13]([CH2:12][C:8]3[CH:9]=[C:10]4[C:5](=[CH:6][CH:7]=3)[N:4]=[CH:3][C:2]([C:31](=[O:30])[CH3:32])=[CH:11]4)[N:14]=[N:15][C:16]2=[N:21][CH:20]=1)(=[O:43])[CH3:41], predict the reactants needed to synthesize it. The reactants are: Br[C:2]1[CH:3]=[N:4][C:5]2[C:10]([CH:11]=1)=[CH:9][C:8]([CH2:12][N:13]1[C:17]3=[N:18][C:19](Br)=[CH:20][N:21]=[C:16]3[N:15]=[N:14]1)=[CH:7][CH:6]=2.C([Sn](CCCC)(CCCC)C([O:30][CH2:31][CH3:32])=C)CCC.[CH3:41][CH2:42][O:43]C(C)=O. (2) Given the product [C:27]([C:22]1[CH:23]=[C:24]2[C:19](=[CH:20][CH:21]=1)[C:18](=[O:31])[N:17]([C:13]1[C:12]([CH2:32][OH:33])=[C:11]([C:8]3[N:7]([CH3:34])[C:6]([C:4]([OH:5])=[O:3])=[CH:10][CH:9]=3)[CH:16]=[CH:15][CH:14]=1)[N:26]=[CH:25]2)([CH3:30])([CH3:28])[CH3:29], predict the reactants needed to synthesize it. The reactants are: O.C[O:3][C:4]([C:6]1[N:7]([CH3:34])[C:8]([C:11]2[CH:16]=[CH:15][CH:14]=[C:13]([N:17]3[N:26]=[CH:25][C:24]4[C:19](=[CH:20][CH:21]=[C:22]([C:27]([CH3:30])([CH3:29])[CH3:28])[CH:23]=4)[C:18]3=[O:31])[C:12]=2[CH2:32][OH:33])=[CH:9][CH:10]=1)=[O:5].[OH-].[Na+]. (3) Given the product [CH3:1][C:2]1[CH:3]=[C:4]2[C:10]3[CH2:11][N:12]([CH3:15])[CH2:13][CH2:14][C:9]=3[N:8]([CH2:27][CH2:26][C:23]3[CH:22]=[N:21][C:20]([C:19]([F:29])([F:18])[F:28])=[CH:25][CH:24]=3)[C:5]2=[N:6][CH:7]=1, predict the reactants needed to synthesize it. The reactants are: [CH3:1][C:2]1[CH:3]=[C:4]2[C:10]3[CH2:11][N:12]([CH3:15])[CH2:13][CH2:14][C:9]=3[NH:8][C:5]2=[N:6][CH:7]=1.[OH-].[K+].[F:18][C:19]([F:29])([F:28])[C:20]1[CH:25]=[CH:24][C:23]([CH:26]=[CH2:27])=[CH:22][N:21]=1.